Dataset: Forward reaction prediction with 1.9M reactions from USPTO patents (1976-2016). Task: Predict the product of the given reaction. (1) Given the reactants C(N(S(F)(F)[F:7])CC)C.[CH2:10]([N:14]1[CH2:31][CH:30]([CH2:32]O)[O:29][C:16]2([CH2:21][CH2:20][N:19]([C:22]([O:24][C:25]([CH3:28])([CH3:27])[CH3:26])=[O:23])[CH2:18][CH2:17]2)[CH2:15]1)[C:11]#[C:12][CH3:13].CO.ClCCl, predict the reaction product. The product is: [CH2:10]([N:14]1[CH2:31][CH:30]([CH2:32][F:7])[O:29][C:16]2([CH2:21][CH2:20][N:19]([C:22]([O:24][C:25]([CH3:28])([CH3:27])[CH3:26])=[O:23])[CH2:18][CH2:17]2)[CH2:15]1)[C:11]#[C:12][CH3:13]. (2) Given the reactants C1(S([N:10]2[C:14]3=[N:15][CH:16]=[CH:17][C:18]([C:19]4[CH:24]=[CH:23][C:22]([S:25]([N:28]5[CH2:32][CH2:31][CH2:30][CH2:29]5)(=[O:27])=[O:26])=[CH:21][CH:20]=4)=[C:13]3[CH:12]=[C:11]2[CH2:33][NH2:34])(=O)=O)C=CC=CC=1.[OH-].[Na+].O.Cl, predict the reaction product. The product is: [N:28]1([S:25]([C:22]2[CH:23]=[CH:24][C:19]([C:18]3[CH:17]=[CH:16][N:15]=[C:14]4[NH:10][C:11]([CH2:33][NH2:34])=[CH:12][C:13]=34)=[CH:20][CH:21]=2)(=[O:27])=[O:26])[CH2:32][CH2:31][CH2:30][CH2:29]1. (3) Given the reactants [C:1]([O:5][CH3:6])(=[O:4])[C:2]#[CH:3].[N:7]([CH:10]([CH3:18])[C:11]([O:13]C(C)(C)C)=[O:12])=[N+:8]=[N-:9], predict the reaction product. The product is: [CH3:6][O:5][C:1]([C:2]1[N:7]([CH:10]([CH3:18])[C:11]([OH:13])=[O:12])[N:8]=[N:9][CH:3]=1)=[O:4]. (4) Given the reactants Cl[C:2]1[C:3]2[CH:10]=[CH:9][N:8]([C:11]3[CH:16]=[CH:15][C:14]([F:17])=[CH:13][CH:12]=3)[C:4]=2[N:5]=[CH:6][N:7]=1.[O:18]1CCOCC1.C(=O)([O-])[O-].[K+].[K+].N12CCN(CC1)CC2, predict the reaction product. The product is: [F:17][C:14]1[CH:15]=[CH:16][C:11]([N:8]2[C:4]3[N:5]=[CH:6][NH:7][C:2](=[O:18])[C:3]=3[CH:10]=[CH:9]2)=[CH:12][CH:13]=1. (5) Given the reactants [CH:1]1[NH:8][C:6](=[O:7])[NH:5][C:3](=[O:4])[C:2]=1C(O)=O.Cl.C(N=C=NCCCN(C)C)C.O.ON1C2C=CC=CC=2N=N1.[CH:35]([C:38]1[C:46]2[C:41](=[N:42][CH:43]=[CH:44][C:45]=2[C:47]2[CH:48]=[N:49][C:50]3[C:55]([CH:56]=2)=[CH:54][CH:53]=[CH:52][CH:51]=3)[N:40]([C:57]2[CH:64]=[CH:63][C:60]([C:61]#[N:62])=[C:59]([NH:65][CH:66]3[CH2:71][CH2:70][NH:69][CH2:68][CH2:67]3)[CH:58]=2)[N:39]=1)([CH3:37])[CH3:36].CN([CH:75]=[O:76])C, predict the reaction product. The product is: [OH:7][C:6]1[N:8]=[C:1]([C:75]([N:69]2[CH2:68][CH2:67][CH:66]([NH:65][C:59]3[CH:58]=[C:57]([N:40]4[C:41]5=[N:42][CH:43]=[CH:44][C:45]([C:47]6[CH:48]=[N:49][C:50]7[C:55]([CH:56]=6)=[CH:54][CH:53]=[CH:52][CH:51]=7)=[C:46]5[C:38]([CH:35]([CH3:37])[CH3:36])=[N:39]4)[CH:64]=[CH:63][C:60]=3[C:61]#[N:62])[CH2:71][CH2:70]2)=[O:76])[CH:2]=[C:3]([OH:4])[N:5]=1.